This data is from Reaction yield outcomes from USPTO patents with 853,638 reactions. The task is: Predict the reaction yield, written as a fraction of the theoretical maximum amount of product (1.0 means a 100% yield; for example, 0.34 means a 34% yield). (1) The reactants are [NH2:1][C:2]1[C:3]([C:17]([O:19]C)=[O:18])=[N:4][C:5]([C:9]2[C:14]([F:15])=[CH:13][CH:12]=[CH:11][C:10]=2[F:16])=[C:6]([F:8])[CH:7]=1.[Li+].[OH-]. No catalyst specified. The product is [NH2:1][C:2]1[C:3]([C:17]([OH:19])=[O:18])=[N:4][C:5]([C:9]2[C:14]([F:15])=[CH:13][CH:12]=[CH:11][C:10]=2[F:16])=[C:6]([F:8])[CH:7]=1. The yield is 0.790. (2) The reactants are [Cl:1][C:2]1[N:3]=[C:4](Cl)[C:5]2[S:10][C:9]3[N:11]=[CH:12][CH:13]=[CH:14][C:8]=3[C:6]=2[N:7]=1.[NH:16]1[CH2:21][CH2:20][O:19][CH2:18][CH2:17]1. The catalyst is CO. The product is [Cl:1][C:2]1[N:3]=[C:4]([N:16]2[CH2:21][CH2:20][O:19][CH2:18][CH2:17]2)[C:5]2[S:10][C:9]3[N:11]=[CH:12][CH:13]=[CH:14][C:8]=3[C:6]=2[N:7]=1. The yield is 0.730. (3) The reactants are [CH3:1][O:2][C:3]1[CH:29]=[CH:28][C:6]([CH2:7][CH2:8][N:9]([S:16]([C:19]2[CH:24]=[CH:23][C:22]([N+:25]([O-])=O)=[CH:21][CH:20]=2)(=[O:18])=[O:17])[CH2:10][CH2:11][C:12]([O:14][CH3:15])=[O:13])=[CH:5][CH:4]=1.CO.C(OCC)(=O)C.C([O-])=O.[NH4+]. The catalyst is C.[Pd]. The product is [CH3:1][O:2][C:3]1[CH:4]=[CH:5][C:6]([CH2:7][CH2:8][N:9]([S:16]([C:19]2[CH:20]=[CH:21][C:22]([NH2:25])=[CH:23][CH:24]=2)(=[O:17])=[O:18])[CH2:10][CH2:11][C:12]([O:14][CH3:15])=[O:13])=[CH:28][CH:29]=1. The yield is 1.00. (4) The reactants are [F:1][C:2]1[C:9]([O:10][CH3:11])=[CH:8][CH:7]=[CH:6][C:3]=1[CH:4]=O.S(O)(O)(=O)=O.[C:17]([S:20][CH3:21])(=[NH:19])[NH2:18].[CH3:21][S:20][C:17](=[NH:19])[NH2:18].[C:27]([CH2:29][C:30](OCC)=[O:31])#[N:28].C(=O)([O-])[O-].[K+].[K+]. The catalyst is CCO. The product is [F:1][C:2]1[C:9]([O:10][CH3:11])=[CH:8][CH:7]=[CH:6][C:3]=1[C:4]1[C:29]([C:27]#[N:28])=[C:30]([OH:31])[N:18]=[C:17]([S:20][CH3:21])[N:19]=1. The yield is 0.480. (5) The reactants are Cl[C:2]1[CH:3]=[CH:4][C:5]2[N:6]([C:8]([CH2:11][C:12]3[CH:13]=[C:14]4[C:18](=[CH:19][C:20]=3[F:21])[N:17]([CH3:22])[N:16]=[CH:15]4)=[CH:9][N:10]=2)[N:7]=1.[CH2:23]([Sn](CCCC)(CCCC)C=C)[CH2:24]CC. The catalyst is C1C=CC([P]([Pd]([P](C2C=CC=CC=2)(C2C=CC=CC=2)C2C=CC=CC=2)([P](C2C=CC=CC=2)(C2C=CC=CC=2)C2C=CC=CC=2)[P](C2C=CC=CC=2)(C2C=CC=CC=2)C2C=CC=CC=2)(C2C=CC=CC=2)C2C=CC=CC=2)=CC=1. The product is [F:21][C:20]1[CH:19]=[C:18]2[C:14]([CH:15]=[N:16][N:17]2[CH3:22])=[CH:13][C:12]=1[CH2:11][C:8]1[N:6]2[N:7]=[C:2]([CH:23]=[CH2:24])[CH:3]=[CH:4][C:5]2=[N:10][CH:9]=1. The yield is 0.430. (6) The reactants are C([O:3][C:4]([C:6]1[N:7]([CH2:21][CH3:22])[CH:8]=[C:9]([C:11]#[C:12][C:13]2[CH:18]=[CH:17][CH:16]=[C:15]([O:19][CH3:20])[CH:14]=2)[CH:10]=1)=[O:5])C.[Li+].[OH-]. The catalyst is O1CCOCC1. The product is [CH2:21]([N:7]1[CH:8]=[C:9]([C:11]#[C:12][C:13]2[CH:18]=[CH:17][CH:16]=[C:15]([O:19][CH3:20])[CH:14]=2)[CH:10]=[C:6]1[C:4]([OH:5])=[O:3])[CH3:22]. The yield is 0.790. (7) The reactants are [F:1][C:2]1[CH:7]=[C:6]([N+:8]([O-])=O)[CH:5]=[CH:4][C:3]=1[N:11]1[CH:15]=[CH:14][CH:13]=[N:12]1. The catalyst is C(Cl)Cl.[Pd]. The product is [F:1][C:2]1[CH:7]=[C:6]([CH:5]=[CH:4][C:3]=1[N:11]1[CH:15]=[CH:14][CH:13]=[N:12]1)[NH2:8]. The yield is 0.460. (8) The reactants are [CH2:1]([O:3][C:4](=[O:18])[CH2:5][CH2:6][C:7]([C:9]1[CH:14]=[CH:13][C:12]([Br:15])=[CH:11][C:10]=1[O:16][CH3:17])=O)[CH3:2].FC(F)(F)C(O)=O.C([SiH](CC)CC)C.C(=O)(O)[O-].[Na+]. The catalyst is O.CCCCCC.C(OCC)(=O)C. The product is [CH2:1]([O:3][C:4](=[O:18])[CH2:5][CH2:6][CH2:7][C:9]1[CH:14]=[CH:13][C:12]([Br:15])=[CH:11][C:10]=1[O:16][CH3:17])[CH3:2]. The yield is 0.530.